This data is from Catalyst prediction with 721,799 reactions and 888 catalyst types from USPTO. The task is: Predict which catalyst facilitates the given reaction. (1) Reactant: [F:1][C:2]([F:20])([F:19])[C:3]1[CH:8]=[CH:7][C:6]([C@:9]23[CH2:14][C@H:13]2[CH2:12][N:11]([CH2:15][CH2:16][CH2:17]O)[CH2:10]3)=[CH:5][CH:4]=1.[C:21]1([C:27]([N:29]2[C:34](=[O:35])[CH:33]=[CH:32][NH:31][C:30]2=[O:36])=[O:28])[CH:26]=[CH:25][CH:24]=[CH:23][CH:22]=1.C1C=CC(P(C2C=CC=CC=2)C2C=CC=CC=2)=CC=1.CCOC(/N=N/C(OCC)=O)=O. Product: [NH3:11].[C:21]1([C:27]([N:29]2[C:34](=[O:35])[CH:33]=[CH:32][N:31]([CH2:17][CH2:16][CH2:15][N:11]3[CH2:12][C@H:13]4[C@:9]([C:6]5[CH:7]=[CH:8][C:3]([C:2]([F:20])([F:1])[F:19])=[CH:4][CH:5]=5)([CH2:14]4)[CH2:10]3)[C:30]2=[O:36])=[O:28])[CH:22]=[CH:23][CH:24]=[CH:25][CH:26]=1. The catalyst class is: 12. (2) Reactant: [Cl:1][C:2]1[CH:3]=[C:4]([C@@H:8]2[C@@H:13]([C:14]3[CH:19]=[CH:18][C:17]([Cl:20])=[CH:16][CH:15]=3)[N:12]([CH2:21][CH:22]3[CH2:24][CH2:23]3)[C:11](=[O:25])[C@@H:10]([CH2:26][C:27]([NH:29][NH2:30])=[O:28])[CH2:9]2)[CH:5]=[CH:6][CH:7]=1.Cl.[C:32](=N)(OC)[CH3:33]. Product: [Cl:1][C:2]1[CH:3]=[C:4]([C@@H:8]2[C@@H:13]([C:14]3[CH:19]=[CH:18][C:17]([Cl:20])=[CH:16][CH:15]=3)[N:12]([CH2:21][CH:22]3[CH2:23][CH2:24]3)[C:11](=[O:25])[C@@H:10]([CH2:26][C:27]3[O:28][C:32]([CH3:33])=[N:30][N:29]=3)[CH2:9]2)[CH:5]=[CH:6][CH:7]=1. The catalyst class is: 11. (3) Reactant: CO[C:3]([C:5]1[CH:6]=[CH:7][CH:8]=[C:9]2[C:14]=1[N:13]=[CH:12][N:11]=[C:10]2[NH:15][CH:16]([C:21]1[CH:26]=[CH:25][CH:24]=[C:23]([NH:27][C:28]([C:30]2[CH:35]=[CH:34][N:33]=[C:32]([Cl:36])[CH:31]=2)=[O:29])[CH:22]=1)[CH2:17][N:18]([CH3:20])[CH3:19])=[O:4].C1COCC1.CC(O)C.[NH4+:46].[OH-]. Product: [Cl:36][C:32]1[CH:31]=[C:30]([C:28]([NH:27][C:23]2[CH:22]=[C:21]([CH:16]([NH:15][C:10]3[C:9]4[C:14](=[C:5]([C:3]([NH2:46])=[O:4])[CH:6]=[CH:7][CH:8]=4)[N:13]=[CH:12][N:11]=3)[CH2:17][N:18]([CH3:20])[CH3:19])[CH:26]=[CH:25][CH:24]=2)=[O:29])[CH:35]=[CH:34][N:33]=1. The catalyst class is: 6.